From a dataset of Catalyst prediction with 721,799 reactions and 888 catalyst types from USPTO. Predict which catalyst facilitates the given reaction. (1) Reactant: [CH:1]1(B(O)O)[CH2:3][CH2:2]1.C1(P(C2CCCCC2)C2C=CC=CC=2C2C(OC)=CC=CC=2OC)CCCCC1.C(=O)([O-])[O-].[Na+].[Na+].Br[C:43]1[C:44]([CH:56]2[CH2:59][CH2:58][CH2:57]2)=[CH:45][C:46]([O:53][CH2:54][CH3:55])=[C:47]([CH:52]=1)[C:48]([O:50][CH3:51])=[O:49]. Product: [CH:56]1([C:44]2[C:43]([CH:1]3[CH2:3][CH2:2]3)=[CH:52][C:47]([C:48]([O:50][CH3:51])=[O:49])=[C:46]([O:53][CH2:54][CH3:55])[CH:45]=2)[CH2:59][CH2:58][CH2:57]1. The catalyst class is: 720. (2) Reactant: [NH2:1][C:2]1[CH:11]=[CH:10][CH:9]=[CH:8][C:3]=1[C:4]([O:6][CH3:7])=[O:5].CCN(CC)CC.[CH3:19][O:20][C:21]1[CH:22]=[C:23]2[C:28](=[CH:29][C:30]=1[O:31][CH3:32])[CH:27]=[C:26]([C:33](Cl)=[O:34])[CH2:25][CH2:24]2. Product: [CH3:32][O:31][C:30]1[CH:29]=[C:28]2[C:23](=[CH:22][C:21]=1[O:20][CH3:19])[CH2:24][CH2:25][C:26]([C:33]([NH:1][C:2]1[CH:11]=[CH:10][CH:9]=[CH:8][C:3]=1[C:4]([O:6][CH3:7])=[O:5])=[O:34])=[CH:27]2. The catalyst class is: 2. (3) Reactant: CCCP1(OP(CCC)(=O)OP(CCC)(=O)O1)=O.C(OCC)(=O)C.[NH2:25][C:26]1[CH:27]=[CH:28][C:29]([F:43])=[C:30]([C@:32]23[CH2:40][O:39][CH2:38][C@@:37]2([F:41])[CH2:36][S:35][C:34]([NH2:42])=[N:33]3)[CH:31]=1.[O:44]1[CH2:47][CH2:46][CH:45]1[CH2:48][O:49][C:50]1[N:51]=[CH:52][C:53]([C:56](O)=[O:57])=[N:54][CH:55]=1. Product: [NH2:42][C:34]1[S:35][CH2:36][C@:37]2([F:41])[CH2:38][O:39][CH2:40][C@:32]2([C:30]2[CH:31]=[C:26]([NH:25][C:56]([C:53]3[CH:52]=[N:51][C:50]([O:49][CH2:48][CH:45]4[CH2:46][CH2:47][O:44]4)=[CH:55][N:54]=3)=[O:57])[CH:27]=[CH:28][C:29]=2[F:43])[N:33]=1. The catalyst class is: 4. (4) Reactant: [CH3:1][N:2]1[C:10](=[O:11])[C:9]2[NH:8][C:7]([O:12][C:13]3[CH:18]=[CH:17][CH:16]=[C:15]([C:19]([F:22])([F:21])[F:20])[CH:14]=3)=[N:6][C:5]=2[N:4]([CH3:23])[C:3]1=[O:24].CN1C(=O)C2NC(OC3C=CC=C(OC(F)(F)F)C=3)=NC=2N(C)C1=O.Br[CH2:51][C:52]1[CH:53]=[CH:54][C:55]([Cl:58])=[N:56][CH:57]=1.C(=O)([O-])[O-].[K+].[K+]. Product: [Cl:58][C:55]1[N:56]=[CH:57][C:52]([CH2:51][N:8]2[C:9]3[C:10](=[O:11])[N:2]([CH3:1])[C:3](=[O:24])[N:4]([CH3:23])[C:5]=3[N:6]=[C:7]2[O:12][C:13]2[CH:18]=[CH:17][CH:16]=[C:15]([C:19]([F:22])([F:21])[F:20])[CH:14]=2)=[CH:53][CH:54]=1. The catalyst class is: 248. (5) Product: [NH2:1][CH2:4][C:5]1[C:10]([CH2:11][CH3:12])=[N:9][C:8]2[N:13]([CH2:16][CH3:17])[N:14]=[CH:15][C:7]=2[C:6]=1[NH:18][CH:19]1[CH2:20][CH2:21][O:22][CH2:23][CH2:24]1. The catalyst class is: 29. Reactant: [N:1]([CH2:4][C:5]1[C:10]([CH2:11][CH3:12])=[N:9][C:8]2[N:13]([CH2:16][CH3:17])[N:14]=[CH:15][C:7]=2[C:6]=1[NH:18][CH:19]1[CH2:24][CH2:23][O:22][CH2:21][CH2:20]1)=[N+]=[N-].CCOCC. (6) Reactant: [CH3:1][C:2]1([CH3:18])[C:6]([CH3:8])([CH3:7])[O:5][B:4]([C:9]2[CH:10]=[C:11]3[CH:17]=[CH:16][NH:15][C:12]3=[N:13][CH:14]=2)[O:3]1.[H-].[Na+].Cl[Si:22]([CH:29]([CH3:31])[CH3:30])([CH:26]([CH3:28])[CH3:27])[CH:23]([CH3:25])[CH3:24].[Cl-].[Na+]. Product: [CH3:8][C:6]1([CH3:7])[C:2]([CH3:18])([CH3:1])[O:3][B:4]([C:9]2[CH:10]=[C:11]3[CH:17]=[CH:16][N:15]([Si:22]([CH:29]([CH3:31])[CH3:30])([CH:26]([CH3:28])[CH3:27])[CH:23]([CH3:25])[CH3:24])[C:12]3=[N:13][CH:14]=2)[O:5]1. The catalyst class is: 7.